The task is: Regression. Given two drug SMILES strings and cell line genomic features, predict the synergy score measuring deviation from expected non-interaction effect.. This data is from NCI-60 drug combinations with 297,098 pairs across 59 cell lines. (1) Drug 1: C1CCN(CC1)CCOC2=CC=C(C=C2)C(=O)C3=C(SC4=C3C=CC(=C4)O)C5=CC=C(C=C5)O. Drug 2: CC1=CC2C(CCC3(C2CCC3(C(=O)C)OC(=O)C)C)C4(C1=CC(=O)CC4)C. Cell line: UACC-257. Synergy scores: CSS=-6.44, Synergy_ZIP=5.92, Synergy_Bliss=5.03, Synergy_Loewe=-2.65, Synergy_HSA=-3.07. (2) Drug 1: C1CC(=O)NC(=O)C1N2C(=O)C3=CC=CC=C3C2=O. Drug 2: C(CCl)NC(=O)N(CCCl)N=O. Cell line: HT29. Synergy scores: CSS=15.7, Synergy_ZIP=-6.36, Synergy_Bliss=-4.27, Synergy_Loewe=-0.487, Synergy_HSA=-0.226. (3) Drug 1: CC=C1C(=O)NC(C(=O)OC2CC(=O)NC(C(=O)NC(CSSCCC=C2)C(=O)N1)C(C)C)C(C)C. Drug 2: C1C(C(OC1N2C=NC3=C2NC=NCC3O)CO)O. Cell line: A549. Synergy scores: CSS=26.7, Synergy_ZIP=12.1, Synergy_Bliss=0.233, Synergy_Loewe=-61.2, Synergy_HSA=-1.26. (4) Synergy scores: CSS=7.68, Synergy_ZIP=-2.39, Synergy_Bliss=1.41, Synergy_Loewe=2.34, Synergy_HSA=2.70. Cell line: NCI-H226. Drug 2: COCCOC1=C(C=C2C(=C1)C(=NC=N2)NC3=CC=CC(=C3)C#C)OCCOC.Cl. Drug 1: C1CN(CCN1C(=O)CCBr)C(=O)CCBr. (5) Drug 1: C1CCC(CC1)NC(=O)N(CCCl)N=O. Drug 2: COC1=NC(=NC2=C1N=CN2C3C(C(C(O3)CO)O)O)N. Cell line: SR. Synergy scores: CSS=61.2, Synergy_ZIP=11.7, Synergy_Bliss=11.3, Synergy_Loewe=-12.9, Synergy_HSA=10.0. (6) Drug 1: CC1OCC2C(O1)C(C(C(O2)OC3C4COC(=O)C4C(C5=CC6=C(C=C35)OCO6)C7=CC(=C(C(=C7)OC)O)OC)O)O. Drug 2: CC1=C(C=C(C=C1)NC(=O)C2=CC=C(C=C2)CN3CCN(CC3)C)NC4=NC=CC(=N4)C5=CN=CC=C5. Cell line: RPMI-8226. Synergy scores: CSS=41.1, Synergy_ZIP=-1.87, Synergy_Bliss=-3.20, Synergy_Loewe=-20.2, Synergy_HSA=-0.881. (7) Drug 1: CC(C)CN1C=NC2=C1C3=CC=CC=C3N=C2N. Drug 2: C1C(C(OC1N2C=NC3=C2NC=NCC3O)CO)O. Cell line: HOP-92. Synergy scores: CSS=5.75, Synergy_ZIP=1.59, Synergy_Bliss=3.55, Synergy_Loewe=3.33, Synergy_HSA=3.22.